From a dataset of Full USPTO retrosynthesis dataset with 1.9M reactions from patents (1976-2016). Predict the reactants needed to synthesize the given product. (1) Given the product [N:47]1[N:48]=[CH:49][N:50]2[CH2:55][CH2:54][N:53]([C:16]3[CH:15]=[C:14]([C:11]4[N:12]=[C:13]5[C:5]([C:3](=[O:4])[C:2]([CH3:45])([CH3:1])[CH3:46])=[CH:6][NH:7][C:8]5=[N:9][CH:10]=4)[CH:19]=[CH:18][CH:17]=3)[CH2:52][C:51]=12, predict the reactants needed to synthesize it. The reactants are: [CH3:1][C:2]([CH3:46])([CH3:45])[C:3]([C:5]1[C:13]2[C:8](=[N:9][CH:10]=[C:11]([C:14]3[CH:15]=[C:16](OS(C(F)(F)C(F)(F)C(F)(F)C(F)(F)F)(=O)=O)[CH:17]=[CH:18][CH:19]=3)[N:12]=2)[N:7](COCC[Si](C)(C)C)[CH:6]=1)=[O:4].[N:47]1[N:48]=[CH:49][N:50]2[CH2:55][CH2:54][NH:53][CH2:52][C:51]=12.[O-]P([O-])([O-])=O.[K+].[K+].[K+]. (2) Given the product [CH3:10][O:9][C:8]1[CH:7]=[CH:6][C:5]([CH2:12][CH:13]=[CH2:14])=[CH:4][C:3]=1[O:2][CH3:1], predict the reactants needed to synthesize it. The reactants are: [CH3:1][O:2][C:3]1[CH:4]=[C:5]([CH2:12][CH:13]=[CH2:14])[CH:6]=[C:7]2O[CH2:10][O:9][C:8]=12.COC1C=C(CC=C)C(OC)=C2OCOC=12.CC(C)=CCC/C(/C)=C/COC1C2C=COC=2C=C2C=1C=CC(O2)=O.COC1C=CC(C2OC3C(OC)=C(OC)C(OC)=C(OC)C=3C(=O)C=2)=CC=1.CC1CCC([C@@](O)(CCC=C(C)C)C)CC=1. (3) The reactants are: C(C1N(C)C=C([C:10]2[CH:15]=[CH:14][N:13]=[C:12]3[N:16](OCC[Si](C)(C)C)[C:17](C)=[CH:18][C:11]=23)N=1)(C)(C)C.[C:28]([OH:34])([C:30]([F:33])([F:32])[F:31])=[O:29].CO.[NH4+].[OH-]. Given the product [F:31][C:30]([F:33])([F:32])[C:28]([OH:34])=[O:29].[NH:16]1[C:12]2=[N:13][CH:14]=[CH:15][CH:10]=[C:11]2[CH:18]=[CH:17]1, predict the reactants needed to synthesize it. (4) Given the product [C:2]([C:4]1[CH:5]=[CH:6][C:7]([CH2:8][N:9]2[C:14](=[O:15])[C:13]([CH2:16][C:17]3[CH:18]=[CH:19][C:20]([C:23]4[CH:28]=[CH:27][CH:26]=[CH:25][C:24]=4[C:29]4[NH:33][C:32](=[O:34])[O:31][N:30]=4)=[CH:21][CH:22]=3)=[C:12]([CH2:35][CH2:36][CH3:37])[N:11]3[N:38]=[CH:39][N:40]=[C:10]23)=[CH:41][CH:42]=1)(=[O:1])[CH3:3], predict the reactants needed to synthesize it. The reactants are: [OH:1][CH:2]([C:4]1[CH:42]=[CH:41][C:7]([CH2:8][N:9]2[C:14](=[O:15])[C:13]([CH2:16][C:17]3[CH:22]=[CH:21][C:20]([C:23]4[CH:28]=[CH:27][CH:26]=[CH:25][C:24]=4[C:29]4[NH:33][C:32](=[O:34])[O:31][N:30]=4)=[CH:19][CH:18]=3)=[C:12]([CH2:35][CH2:36][CH3:37])[N:11]3[N:38]=[CH:39][N:40]=[C:10]23)=[CH:6][CH:5]=1)[CH3:3]. (5) Given the product [CH2:1]([O:3][C:4](=[O:18])[CH2:5][C@@H:6]([NH:14][C:15](=[O:17])[CH3:16])[C@H:7]([CH3:13])[C@H:8]([CH3:12])[CH2:9][CH2:10][CH3:11])[CH3:2].[CH2:1]([O:3][C:4](=[O:18])[CH2:5][C@H:6]([NH:14][C:15](=[O:17])[CH3:16])[C@H:7]([CH3:13])[C@H:8]([CH3:12])[CH2:9][CH2:10][CH3:11])[CH3:2], predict the reactants needed to synthesize it. The reactants are: [CH2:1]([O:3][C:4](=[O:18])/[CH:5]=[C:6](\[NH:14][C:15](=[O:17])[CH3:16])/[C@H:7]([CH3:13])[C@H:8]([CH3:12])[CH2:9][CH2:10][CH3:11])[CH3:2]. (6) Given the product [Cl:22][C:15]1[N:16]=[CH:17][C:18]2[NH:19][C:4](=[O:3])[CH:5]([CH3:23])[CH2:6][N:7]([CH2:8][CH2:9][CH:10]([CH3:12])[CH3:11])[C:13]=2[N:14]=1, predict the reactants needed to synthesize it. The reactants are: C([O:3][C:4](=O)[CH:5]([CH3:23])[CH2:6][N:7]([C:13]1[C:18]([N+:19]([O-])=O)=[CH:17][N:16]=[C:15]([Cl:22])[N:14]=1)[CH2:8][CH2:9][CH:10]([CH3:12])[CH3:11])C. (7) Given the product [C:31]([O:35][C:36]([N:38]1[CH2:43][CH2:42][CH2:41][C:40]([C:7]2[N:8]([CH3:11])[C:9]3[C:5]([N:6]=2)=[C:4]([N:12]2[CH2:17][CH2:16][O:15][CH2:14][CH2:13]2)[N:3]=[C:2]([Cl:1])[N:10]=3)([OH:44])[CH2:39]1)=[O:37])([CH3:34])([CH3:32])[CH3:33], predict the reactants needed to synthesize it. The reactants are: [Cl:1][C:2]1[N:10]=[C:9]2[C:5]([N:6]=[CH:7][N:8]2[CH3:11])=[C:4]([N:12]2[CH2:17][CH2:16][O:15][CH2:14][CH2:13]2)[N:3]=1.CN(CCN(C)C)C.[Li]CCCC.[C:31]([O:35][C:36]([N:38]1[CH2:43][CH2:42][CH2:41][C:40](=[O:44])[CH2:39]1)=[O:37])([CH3:34])([CH3:33])[CH3:32].